From a dataset of Reaction yield outcomes from USPTO patents with 853,638 reactions. Predict the reaction yield, written as a fraction of the theoretical maximum amount of product (1.0 means a 100% yield; for example, 0.34 means a 34% yield). (1) The yield is 0.850. The catalyst is C1COCC1. The product is [N:9]1([C:8]2[CH:7]=[CH:6][C:5]([C:14]3[CH2:31][C:30]([C:28]4[CH:27]=[C:26]([Cl:36])[C:25]([Cl:37])=[C:24]([Cl:23])[CH:29]=4)([C:32]([F:35])([F:34])[F:33])[CH2:16][N:15]=3)=[CH:4][C:3]=2[C:1]#[N:2])[CH:13]=[N:12][CH:11]=[N:10]1. The reactants are [C:1]([C:3]1[CH:4]=[C:5]([C:14](SC)=[N:15][CH2:16][Si](C)(C)C)[CH:6]=[CH:7][C:8]=1[N:9]1[CH:13]=[N:12][CH:11]=[N:10]1)#[N:2].[Cl:23][C:24]1[CH:29]=[C:28]([C:30]([C:32]([F:35])([F:34])[F:33])=[CH2:31])[CH:27]=[C:26]([Cl:36])[C:25]=1[Cl:37].[F-].C([N+](CCCC)(CCCC)CCCC)CCC.O. (2) The reactants are [H-].[Na+].[CH3:3][S:4]([NH2:7])(=[O:6])=[O:5].[CH3:8][C:9]1([CH3:34])[C:18]2[C:13](=[C:14]([C:19](O)=[O:20])[CH:15]=[CH:16][CH:17]=2)[NH:12][CH:11]([C:22]2[CH:27]=[CH:26][CH:25]=[C:24]([N:28]3[CH2:33][CH2:32][O:31][CH2:30][CH2:29]3)[CH:23]=2)[CH2:10]1.C(N1C=CN=C1)(N1C=CN=C1)=O. The catalyst is CN(C)C=O.O. The product is [CH3:8][C:9]1([CH3:34])[C:18]2[C:13](=[C:14]([C:19]([NH:7][S:4]([CH3:3])(=[O:6])=[O:5])=[O:20])[CH:15]=[CH:16][CH:17]=2)[NH:12][CH:11]([C:22]2[CH:27]=[CH:26][CH:25]=[C:24]([N:28]3[CH2:33][CH2:32][O:31][CH2:30][CH2:29]3)[CH:23]=2)[CH2:10]1. The yield is 0.300. (3) The reactants are [F:1][C:2]1[C:11]([CH:12]([CH2:17][N:18]2[CH2:22][CH2:21][C@H:20]([CH2:23][NH:24]C(=O)C(F)(F)F)[CH2:19]2)[C:13]([O:15][CH3:16])=[O:14])=[C:10]2[C:5]([CH:6]=[CH:7][C:8]([O:31][CH3:32])=[N:9]2)=[CH:4][CH:3]=1.C(=O)([O-])[O-].[K+].[K+].O. The catalyst is CO. The product is [NH2:24][CH2:23][C@H:20]1[CH2:21][CH2:22][N:18]([CH2:17][CH:12]([C:11]2[C:2]([F:1])=[CH:3][CH:4]=[C:5]3[C:10]=2[N:9]=[C:8]([O:31][CH3:32])[CH:7]=[CH:6]3)[C:13]([O:15][CH3:16])=[O:14])[CH2:19]1. The yield is 0.820.